From a dataset of Reaction yield outcomes from USPTO patents with 853,638 reactions. Predict the reaction yield, written as a fraction of the theoretical maximum amount of product (1.0 means a 100% yield; for example, 0.34 means a 34% yield). (1) The reactants are [N:1]1([C:7]2[CH:12]=[CH:11][C:10]([NH:13][C:14]3[N:19]=[C:18]([CH2:20][CH2:21][C:22]4[CH:27]=[CH:26][CH:25]=[CH:24][C:23]=4[CH2:28][C:29]([NH2:31])=[O:30])[C:17]([C:32]([F:35])([F:34])[F:33])=[CH:16][N:15]=3)=[CH:9][CH:8]=2)[CH2:6][CH2:5][NH:4][CH2:3][CH2:2]1.[CH:36](=O)[CH3:37].C(O[BH-](OC(=O)C)OC(=O)C)(=O)C.[Na+]. The catalyst is CO.C(Cl)Cl. The product is [CH2:36]([N:4]1[CH2:5][CH2:6][N:1]([C:7]2[CH:12]=[CH:11][C:10]([NH:13][C:14]3[N:19]=[C:18]([CH2:20][CH2:21][C:22]4[CH:27]=[CH:26][CH:25]=[CH:24][C:23]=4[CH2:28][C:29]([NH2:31])=[O:30])[C:17]([C:32]([F:33])([F:35])[F:34])=[CH:16][N:15]=3)=[CH:9][CH:8]=2)[CH2:2][CH2:3]1)[CH3:37]. The yield is 0.760. (2) The reactants are C([O:8][CH:9]1[CH2:13][N:12]([C:14](=[O:35])[CH2:15][C:16]2[CH:21]=[CH:20][C:19]([NH:22][C:23]([NH:25][C:26]3[CH:31]=[CH:30][CH:29]=[CH:28][C:27]=3[CH3:32])=[O:24])=[C:18]([O:33][CH3:34])[CH:17]=2)[CH:11]([CH2:36][O:37][C:38]2[CH:46]=[CH:45][C:41]([C:42]([O-:44])=[O:43])=[CH:40][C:39]=2[O:47][CH3:48])[CH2:10]1)C1C=CC=CC=1.[CH3:49][C:50](O)=O.CCO. The catalyst is [Pd]. The product is [OH:8][CH:9]1[CH2:13][N:12]([C:14](=[O:35])[CH2:15][C:16]2[CH:21]=[CH:20][C:19]([NH:22][C:23]([NH:25][C:26]3[CH:31]=[CH:30][CH:29]=[CH:28][C:27]=3[CH3:32])=[O:24])=[C:18]([O:33][CH3:34])[CH:17]=2)[CH:11]([CH2:36][O:37][C:38]2[CH:46]=[CH:45][C:41]([C:42]([O:44][CH2:49][CH3:50])=[O:43])=[CH:40][C:39]=2[O:47][CH3:48])[CH2:10]1. The yield is 0.240. (3) The reactants are [C:1]([C:4]1[N:5]=[CH:6][C:7]([NH:10][C:11](=[O:16])[C:12]([CH3:15])([CH3:14])[CH3:13])=[N:8][CH:9]=1)(=O)[CH3:2].Cl.[C:18]([O:22][NH2:23])([CH3:21])([CH3:20])[CH3:19]. The catalyst is CO.N1C=CC=CC=1. The product is [C:18]([O:22][N:23]=[C:1]([C:4]1[N:5]=[CH:6][C:7]([NH:10][C:11](=[O:16])[C:12]([CH3:15])([CH3:14])[CH3:13])=[N:8][CH:9]=1)[CH3:2])([CH3:21])([CH3:20])[CH3:19]. The yield is 0.980. (4) The reactants are C(O)C.[NH2:4][NH2:5].[C:6]([N:8]=[C:9](SC)[NH:10][C:11]1[CH:16]=[C:15]([Cl:17])[C:14]([S:18][C:19]2[CH:24]=[CH:23][C:22]([C:25]([F:28])([F:27])[F:26])=[CH:21][CH:20]=2)=[C:13]([Cl:29])[CH:12]=1)#[N:7]. The catalyst is CO. The product is [Cl:29][C:13]1[CH:12]=[C:11]([NH:10][C:9]2[N:8]=[C:6]([NH2:7])[NH:5][N:4]=2)[CH:16]=[C:15]([Cl:17])[C:14]=1[S:18][C:19]1[CH:24]=[CH:23][C:22]([C:25]([F:28])([F:27])[F:26])=[CH:21][CH:20]=1. The yield is 0.720. (5) The reactants are O[C@@H:2]1[CH2:7][N:6](C(=O)C(F)(F)F)[C@H:5]([C:14]([O:16][C:17]([CH3:20])([CH3:19])[CH3:18])=[O:15])[CH2:4][CH2:3]1.N1C(C)=CC=CC=1C.FC(F)(F)S(OS(C(F)(F)F)(=O)=O)(=O)=O.[CH2:44]([O:51][NH2:52])[C:45]1[CH:50]=[CH:49][CH:48]=[CH:47][CH:46]=1. The catalyst is C(#N)C.C(O)(=O)C. The product is [CH2:44]([O:51][NH:52][C@H:2]1[CH2:7][NH:6][C@H:5]([C:14]([O:16][C:17]([CH3:18])([CH3:19])[CH3:20])=[O:15])[CH2:4][CH2:3]1)[C:45]1[CH:50]=[CH:49][CH:48]=[CH:47][CH:46]=1. The yield is 0.740. (6) The catalyst is O1CCCC1. The product is [CH3:2][NH:3][C:39]([C:36]1[N:37]=[CH:38][C:33]([O:32][CH2:31][C:29]2[CH:28]=[CH:27][C:24]3[CH2:25][CH2:26][N:20]([C:18]([O:17][C:14]([CH3:13])([CH3:15])[CH3:16])=[O:19])[CH2:21][CH2:22][C:23]=3[CH:30]=2)=[N:34][CH:35]=1)=[O:40]. The yield is 1.00. The reactants are O=[C:2](N1C=CN=C1)[N:3]1C=CN=C1.[CH3:13][C:14]([O:17][C:18]([N:20]1[CH2:26][CH2:25][C:24]2[CH:27]=[CH:28][C:29]([CH2:31][O:32][C:33]3[N:34]=[CH:35][C:36]([C:39](O)=[O:40])=[N:37][CH:38]=3)=[CH:30][C:23]=2[CH2:22][CH2:21]1)=[O:19])([CH3:16])[CH3:15].CN. (7) The reactants are [OH:1][C:2]1[CH:7]=[C:6]([CH3:8])[CH:5]=[CH:4][C:3]=1[C:9](=[O:18])[CH2:10][C:11]([O:13][C:14]([CH3:17])([CH3:16])[CH3:15])=[O:12].[CH:19](=O)[C:20]1[CH:25]=[CH:24][CH:23]=[CH:22][CH:21]=1.N1CCCCC1.C(O)(=O)C. The catalyst is C1C=CC=CC=1. The product is [OH:1][C:2]1[CH:7]=[C:6]([CH3:8])[CH:5]=[CH:4][C:3]=1[C:9](/[C:10](=[CH:19]\[C:20]1[CH:25]=[CH:24][CH:23]=[CH:22][CH:21]=1)/[C:11]([O:13][C:14]([CH3:15])([CH3:17])[CH3:16])=[O:12])=[O:18]. The yield is 0.460.